The task is: Regression. Given two drug SMILES strings and cell line genomic features, predict the synergy score measuring deviation from expected non-interaction effect.. This data is from NCI-60 drug combinations with 297,098 pairs across 59 cell lines. (1) Drug 1: CC1=C2C(C(=O)C3(C(CC4C(C3C(C(C2(C)C)(CC1OC(=O)C(C(C5=CC=CC=C5)NC(=O)C6=CC=CC=C6)O)O)OC(=O)C7=CC=CC=C7)(CO4)OC(=O)C)O)C)OC(=O)C. Drug 2: C1CNP(=O)(OC1)N(CCCl)CCCl. Cell line: SK-MEL-5. Synergy scores: CSS=37.8, Synergy_ZIP=-2.22, Synergy_Bliss=-2.76, Synergy_Loewe=-64.4, Synergy_HSA=-3.34. (2) Cell line: NCIH23. Synergy scores: CSS=10.0, Synergy_ZIP=-5.48, Synergy_Bliss=-4.12, Synergy_Loewe=-16.8, Synergy_HSA=-2.74. Drug 1: CN(C)N=NC1=C(NC=N1)C(=O)N. Drug 2: CN(CC1=CN=C2C(=N1)C(=NC(=N2)N)N)C3=CC=C(C=C3)C(=O)NC(CCC(=O)O)C(=O)O. (3) Drug 1: CC1C(C(=O)NC(C(=O)N2CCCC2C(=O)N(CC(=O)N(C(C(=O)O1)C(C)C)C)C)C(C)C)NC(=O)C3=C4C(=C(C=C3)C)OC5=C(C(=O)C(=C(C5=N4)C(=O)NC6C(OC(=O)C(N(C(=O)CN(C(=O)C7CCCN7C(=O)C(NC6=O)C(C)C)C)C)C(C)C)C)N)C. Drug 2: CC1=CC=C(C=C1)C2=CC(=NN2C3=CC=C(C=C3)S(=O)(=O)N)C(F)(F)F. Cell line: HCT-15. Synergy scores: CSS=20.6, Synergy_ZIP=6.87, Synergy_Bliss=12.5, Synergy_Loewe=5.23, Synergy_HSA=6.11.